Dataset: Experimentally validated miRNA-target interactions with 360,000+ pairs, plus equal number of negative samples. Task: Binary Classification. Given a miRNA mature sequence and a target amino acid sequence, predict their likelihood of interaction. (1) The miRNA is hsa-miR-3925-5p with sequence AAGAGAACUGAAAGUGGAGCCU. The protein sequence of the target gene is MTMLLDGGPQFPGLGVGSFGAPRHHEMPNREPAGMGLNPFGDSTHAAAAAAAAAAFKLSPAAAHDLSSGQSSAFTPQGSGYANALGHHHHHHHHHHHTSQVPSYGGAASAAFNSTREFLFRQRSSGLSEAASGGGQHGLFAGSASSLHAPAGIPEPPSYLLFPGLHEQGAGHPSPTGHVDNNQVHLGLRGELFGRADPYRPVASPRTDPYAAGAQFPNYSPMNMNMGVNVAAHHGPGAFFRYMRQPIKQELSCKWIDEAQLSRPKKSCDRTFSTMHELVTHVTMEHVGGPEQNNHVCYWE.... Result: 0 (no interaction). (2) The miRNA is hsa-miR-5089-5p with sequence GUGGGAUUUCUGAGUAGCAUC. The protein sequence of the target gene is MTLTERLREKISQAFYNHGLLCASYPIPIILFTGLCILACCYPLLKLPLPGTGPVEFSTPVKGYSPPPADSDHKQGEPSEQPEWYVGAPVAYIQQIFVKSSVSPWHRNLLAVDVFRSPLSRAFQLVEEIRNHVLRDSSGTKSLEEVCLQVTDLLPGLRKLRSLLPEHGCLLLSPGNFWQNDWERFHADPDIIGTIHQHEPKTLQTSATLKDLLFGVPGKYSGVSLYTRKRMVSYTITLVFQRYHAKFLSSLRARLMLLHPSPNCSLRAENLVHVHFKEEIGIAELIPLVTTYIILFAYIY.... Result: 0 (no interaction).